Predict the product of the given reaction. From a dataset of Forward reaction prediction with 1.9M reactions from USPTO patents (1976-2016). (1) Given the reactants [C:1]([C:5]1[CH:35]=[CH:34][C:8]([NH:9][C:10]2[C:19]3[C:14](=[CH:15][CH:16]=[CH:17][CH:18]=3)[C:13]([CH2:20][C:21]3[CH:22]=[N:23][C:24]([O:32]C)=[C:25]([C:27]4[O:28][CH:29]=[CH:30][CH:31]=4)[CH:26]=3)=[N:12][N:11]=2)=[CH:7][CH:6]=1)([CH3:4])([CH3:3])[CH3:2].[Si](I)(C)(C)C, predict the reaction product. The product is: [C:1]([C:5]1[CH:6]=[CH:7][C:8]([NH:9][C:10]2[C:19]3[C:14](=[CH:15][CH:16]=[CH:17][CH:18]=3)[C:13]([CH2:20][C:21]3[CH:22]=[N:23][C:24]([OH:32])=[C:25]([C:27]4[O:28][CH:29]=[CH:30][CH:31]=4)[CH:26]=3)=[N:12][N:11]=2)=[CH:34][CH:35]=1)([CH3:4])([CH3:2])[CH3:3]. (2) Given the reactants [CH:1]([C:3]1[CH:8]=[CH:7][C:6]([C:9]2[CH:14]=[CH:13][CH:12]=[CH:11][C:10]=2[Cl:15])=[CH:5][CH:4]=1)=O.[S:16]1[CH2:20][C:19](=[O:21])[NH:18][C:17]1=[O:22].N1CCCCC1.C(O)(=O)C1C=CC=CC=1, predict the reaction product. The product is: [Cl:15][C:10]1[CH:11]=[CH:12][CH:13]=[CH:14][C:9]=1[C:6]1[CH:7]=[CH:8][C:3]([CH:1]=[C:20]2[S:16][C:17](=[O:22])[NH:18][C:19]2=[O:21])=[CH:4][CH:5]=1. (3) Given the reactants [CH2:1]([C@H:8]1[CH2:13][N:12]([C:14]2[CH:23]=[CH:22][C:21]([O:24][CH3:25])=[C:20]3[C:15]=2[CH:16]=[CH:17][C:18](Cl)=[N:19]3)[CH2:11][CH2:10][N:9]1[CH2:27][C:28]([NH2:30])=[O:29])[C:2]1[CH:7]=[CH:6][CH:5]=[CH:4][CH:3]=1.[CH3:31][O-:32].[Na+], predict the reaction product. The product is: [CH2:1]([C@H:8]1[CH2:13][N:12]([C:14]2[CH:23]=[CH:22][C:21]([O:24][CH3:25])=[C:20]3[C:15]=2[CH:16]=[CH:17][C:18]([O:32][CH3:31])=[N:19]3)[CH2:11][CH2:10][N:9]1[CH2:27][C:28]([NH2:30])=[O:29])[C:2]1[CH:7]=[CH:6][CH:5]=[CH:4][CH:3]=1. (4) The product is: [C:35]([S:37][CH:6]1[CH2:7][N:8]([C:10]2[S:11][CH:12]=[C:13]([C:15]([N:17]3[CH2:18][CH:19]([NH:21][C:22]([O:24][CH2:25][C:26]4[CH:27]=[CH:28][C:29]([N+:32]([O-:34])=[O:33])=[CH:30][CH:31]=4)=[O:23])[CH2:20]3)=[O:16])[N:14]=2)[CH2:9]1)(=[O:38])[CH3:36]. Given the reactants CS(O[CH:6]1[CH2:9][N:8]([C:10]2[S:11][CH:12]=[C:13]([C:15]([N:17]3[CH2:20][CH:19]([NH:21][C:22]([O:24][CH2:25][C:26]4[CH:31]=[CH:30][C:29]([N+:32]([O-:34])=[O:33])=[CH:28][CH:27]=4)=[O:23])[CH2:18]3)=[O:16])[N:14]=2)[CH2:7]1)(=O)=O.[C:35]([O-:38])(=[S:37])[CH3:36].[K+], predict the reaction product. (5) Given the reactants [CH3:1][C:2]1[C:10]2[C:5](=[CH:6][CH:7]=[C:8](/[CH:11]=[C:12](/[C:15](=O)[CH3:16])\[C:13]#[N:14])[CH:9]=2)[NH:4][N:3]=1.[NH2:18][C:19]([C:23]([F:26])([F:25])[F:24])=[CH:20][C:21]#[N:22].C(N(CC)CC)C, predict the reaction product. The product is: [CH3:16][C:15]1[NH:18][C:19]([C:23]([F:26])([F:25])[F:24])=[C:20]([C:21]#[N:22])[CH:11]([C:8]2[CH:9]=[C:10]3[C:5](=[CH:6][CH:7]=2)[NH:4][N:3]=[C:2]3[CH3:1])[C:12]=1[C:13]#[N:14]. (6) Given the reactants [CH2:1]([N:8]([CH3:17])[C:9]([C:11]1[S:12][C:13](Br)=[CH:14][CH:15]=1)=[O:10])[C:2]1[CH:7]=[CH:6][CH:5]=[CH:4][CH:3]=1.[CH3:18][O:19][C:20]1[CH:21]=[C:22](B(O)O)[CH:23]=[CH:24][CH:25]=1, predict the reaction product. The product is: [CH2:1]([N:8]([CH3:17])[C:9]([C:11]1[S:12][C:13]([C:24]2[CH:23]=[CH:22][CH:21]=[C:20]([O:19][CH3:18])[CH:25]=2)=[CH:14][CH:15]=1)=[O:10])[C:2]1[CH:7]=[CH:6][CH:5]=[CH:4][CH:3]=1. (7) Given the reactants O.[OH-].[Li+].[C:4]([O:8][C:9]([NH:11][C:12]1[CH:17]=[CH:16][C:15]([CH2:18][CH2:19][O:20][C:21]2[CH:26]=[CH:25][C:24]([CH2:27][CH:28]([O:34][CH2:35][CH3:36])[C:29]([O:31]CC)=[O:30])=[CH:23][CH:22]=2)=[CH:14][CH:13]=1)=[O:10])([CH3:7])([CH3:6])[CH3:5], predict the reaction product. The product is: [C:4]([O:8][C:9]([NH:11][C:12]1[CH:13]=[CH:14][C:15]([CH2:18][CH2:19][O:20][C:21]2[CH:22]=[CH:23][C:24]([CH2:27][CH:28]([O:34][CH2:35][CH3:36])[C:29]([OH:31])=[O:30])=[CH:25][CH:26]=2)=[CH:16][CH:17]=1)=[O:10])([CH3:7])([CH3:6])[CH3:5]. (8) The product is: [C:26]([N:24]1[C@H:23]2[C@H:22]([N:36]([C:6]([O:8][C:9]3([CH2:13][C:14]4[CH:15]=[CH:16][CH:17]=[CH:18][CH:19]=4)[CH2:10][CH2:11][CH2:12]3)=[O:7])[CH2:35][CH2:34]2)[C@@H:21]([OH:20])[CH2:25]1)(=[O:27])[C:28]1[CH:33]=[CH:32][CH:31]=[CH:30][CH:29]=1. Given the reactants N1([C:6]([O:8][C:9]2([CH2:13][C:14]3[CH:19]=[CH:18][CH:17]=[CH:16][CH:15]=3)[CH2:12][CH2:11][CH2:10]2)=[O:7])C=CN=C1.[OH:20][C@H:21]1[CH2:25][N:24]([C:26]([C:28]2[CH:33]=[CH:32][CH:31]=[CH:30][CH:29]=2)=[O:27])[C@@H:23]2[CH2:34][CH2:35][NH:36][C@H:22]12, predict the reaction product.